Dataset: Full USPTO retrosynthesis dataset with 1.9M reactions from patents (1976-2016). Task: Predict the reactants needed to synthesize the given product. (1) Given the product [F:1][C:2]1[CH:3]=[C:4]([CH:36]=[CH:37][C:38]=1[F:39])[CH2:5][N:6]1[C:15](=[O:16])[C:14]([C:17]2[NH:22][C:21]3[CH:23]=[CH:24][C:25]([N:27]([CH3:40])[S:28]([CH3:31])(=[O:29])=[O:30])=[CH:26][C:20]=3[S:19](=[O:33])(=[O:32])[N:18]=2)=[C:13]([OH:34])[C@H:12]2[C@@H:7]1[C@H:8]1[CH2:35][C@@H:11]2[CH2:10][CH2:9]1, predict the reactants needed to synthesize it. The reactants are: [F:1][C:2]1[CH:3]=[C:4]([CH:36]=[CH:37][C:38]=1[F:39])[CH2:5][N:6]1[C:15](=[O:16])[C:14]([C:17]2[NH:22][C:21]3[CH:23]=[CH:24][C:25]([NH:27][S:28]([CH3:31])(=[O:30])=[O:29])=[CH:26][C:20]=3[S:19](=[O:33])(=[O:32])[N:18]=2)=[C:13]([OH:34])[C@H:12]2[C@@H:7]1[C@H:8]1[CH2:35][C@@H:11]2[CH2:10][CH2:9]1.[C:40](=O)([O-])[O-].[K+].[K+].IC. (2) The reactants are: [F:1][C:2]1[CH:19]=[CH:18][CH:17]=[CH:16][C:3]=1[CH2:4][N:5]1[C:9]2[CH2:10][CH2:11][CH2:12][C:8]=2[C:7]([C:13](=[NH:15])[NH2:14])=[N:6]1.[N:20]1([CH:26]([C:29]#[N:30])[C:27]#[N:28])[CH2:25][CH2:24][O:23][CH2:22][CH2:21]1. Given the product [F:1][C:2]1[CH:19]=[CH:18][CH:17]=[CH:16][C:3]=1[CH2:4][N:5]1[C:9]2[CH2:10][CH2:11][CH2:12][C:8]=2[C:7]([C:13]2[N:14]=[C:27]([NH2:28])[C:26]([N:20]3[CH2:21][CH2:22][O:23][CH2:24][CH2:25]3)=[C:29]([NH2:30])[N:15]=2)=[N:6]1, predict the reactants needed to synthesize it. (3) Given the product [CH3:1][C:2]1[C:3]([C:36]2[CH:37]=[CH:38][C:39]([O:42][CH2:43][C:44]3[CH:49]=[CH:48][CH:47]=[CH:46][CH:45]=3)=[CH:40][CH:41]=2)=[C:4]([O:22][C:23]2[CH:28]=[CH:27][C:26](/[CH:29]=[CH:30]/[C:31]([OH:33])=[O:32])=[CH:25][CH:24]=2)[C:5]2[C:10]([C:11]=1[O:12][CH3:13])=[CH:9][C:8]([O:14][CH2:15][C:16]1[CH:17]=[CH:18][CH:19]=[CH:20][CH:21]=1)=[CH:7][CH:6]=2, predict the reactants needed to synthesize it. The reactants are: [CH3:1][C:2]1[C:3]([C:36]2[CH:41]=[CH:40][C:39]([O:42][CH2:43][C:44]3[CH:49]=[CH:48][CH:47]=[CH:46][CH:45]=3)=[CH:38][CH:37]=2)=[C:4]([O:22][C:23]2[CH:28]=[CH:27][C:26](/[CH:29]=[CH:30]/[C:31]([O:33]CC)=[O:32])=[CH:25][CH:24]=2)[C:5]2[C:10]([C:11]=1[O:12][CH3:13])=[CH:9][C:8]([O:14][CH2:15][C:16]1[CH:21]=[CH:20][CH:19]=[CH:18][CH:17]=1)=[CH:7][CH:6]=2. (4) The reactants are: [F:1][C:2]1[C:3]([C:28]2[N:33]=[CH:32][CH:31]=[CH:30][N:29]=2)=[C:4]([C:8]([N:10]2[C@@H:14]3[CH2:15][CH2:16][C@H:11]2[C@H:12]([NH:17][C:18]2[CH:23]=[N:22][C:21]([C:24]([F:27])([F:26])[F:25])=[CH:20][N:19]=2)[CH2:13]3)=[O:9])[CH:5]=[CH:6][CH:7]=1.[CH3:34]C(C)([O-])C.[Na+].IC. Given the product [F:1][C:2]1[C:3]([C:28]2[N:29]=[CH:30][CH:31]=[CH:32][N:33]=2)=[C:4]([C:8]([N:10]2[C@@H:14]3[CH2:15][CH2:16][C@H:11]2[C@H:12]([N:17]([CH3:34])[C:18]2[CH:23]=[N:22][C:21]([C:24]([F:25])([F:27])[F:26])=[CH:20][N:19]=2)[CH2:13]3)=[O:9])[CH:5]=[CH:6][CH:7]=1, predict the reactants needed to synthesize it. (5) Given the product [CH3:27][N:28]([C:3]1([OH:1])[CH2:4][CH2:5][N:6]([C:9]2[CH:14]=[CH:13][C:12]([N:15]3[CH2:19][C@H:18]([CH2:20][NH:21][C:22](=[O:24])[CH3:23])[O:17][C:16]3=[O:25])=[CH:11][C:10]=2[F:26])[CH:7]([CH3:8])[CH2:2]1)[CH3:29], predict the reactants needed to synthesize it. The reactants are: [O:1]1[C:3]2([CH2:8][CH2:7][N:6]([C:9]3[CH:14]=[CH:13][C:12]([N:15]4[CH2:19][C@H:18]([CH2:20][NH:21][C:22](=[O:24])[CH3:23])[O:17][C:16]4=[O:25])=[CH:11][C:10]=3[F:26])[CH2:5][CH2:4]2)[CH2:2]1.[CH3:27][NH:28][CH3:29]. (6) Given the product [Br:1][C:2]1[CH:3]=[C:4]([CH:8]=[C:9]([F:11])[CH:10]=1)[C:5]([N:13]([CH3:12])[CH:14]1[CH2:15][CH2:16][N:17]([CH3:19])[CH2:18]1)=[O:7], predict the reactants needed to synthesize it. The reactants are: [Br:1][C:2]1[CH:3]=[C:4]([CH:8]=[C:9]([F:11])[CH:10]=1)[C:5]([OH:7])=O.[CH3:12][NH:13][CH:14]1[CH2:18][N:17]([CH3:19])[CH2:16][CH2:15]1.CN(C(ON1N=NC2C=CC=CC1=2)=[N+](C)C)C.[B-](F)(F)(F)F. (7) Given the product [CH3:1][O:2][C:3](=[O:15])[C:4]1[CH:9]=[C:8]([C:25]([CH3:27])=[CH2:16])[C:7]([O:11][CH3:12])=[CH:6][C:5]=1[O:13][CH3:14], predict the reactants needed to synthesize it. The reactants are: [CH3:1][O:2][C:3](=[O:15])[C:4]1[CH:9]=[C:8](Br)[C:7]([O:11][CH3:12])=[CH:6][C:5]=1[O:13][CH3:14].[C:16]([O-])([O-])=O.[Cs+].[Cs+].CCO[C:25]([CH3:27])=O. (8) Given the product [CH2:6]([N:7]=[CH:8][C:9]1[S:17][C:12]2[N:13]=[CH:14][N:15]=[CH:16][C:11]=2[CH:10]=1)[C:5]1[CH:4]=[CH:3][CH:20]=[CH:19][CH:18]=1, predict the reactants needed to synthesize it. The reactants are: CO[C:3]1[CH:4]=[C:5]([CH:18]=[CH:19][C:20]=1OC)[CH2:6][N:7]=[CH:8][C:9]1[S:17][C:12]2[N:13]=[CH:14][N:15]=[CH:16][C:11]=2[CH:10]=1.C(N)C1C=CC=CC=1.